Predict the reaction yield, written as a fraction of the theoretical maximum amount of product (1.0 means a 100% yield; for example, 0.34 means a 34% yield). From a dataset of Reaction yield outcomes from USPTO patents with 853,638 reactions. The reactants are [NH2:1][C:2]1[N:7]=[C:6]([Cl:8])[C:5]([NH:9]C=O)=[C:4]([NH:12][CH2:13][C:14]2[CH:19]=[CH:18][CH:17]=[C:16]([CH2:20][O:21][C@H:22]3[CH2:26][CH2:25][O:24][CH2:23]3)[N:15]=2)[N:3]=1.Cl.[OH-].[Na+]. The catalyst is CCO. The product is [Cl:8][C:6]1[N:7]=[C:2]([NH2:1])[N:3]=[C:4]([NH:12][CH2:13][C:14]2[CH:19]=[CH:18][CH:17]=[C:16]([CH2:20][O:21][C@H:22]3[CH2:26][CH2:25][O:24][CH2:23]3)[N:15]=2)[C:5]=1[NH2:9]. The yield is 0.870.